Dataset: Catalyst prediction with 721,799 reactions and 888 catalyst types from USPTO. Task: Predict which catalyst facilitates the given reaction. (1) Reactant: [CH2:1]([O:3][C:4]1[CH:5]=[C:6]([N:13]2[CH2:18][CH2:17][NH:16][CH2:15][CH2:14]2)[CH:7]=[CH:8][C:9]=1[N+:10]([O-:12])=[O:11])[CH3:2].I[CH2:20][CH2:21][CH3:22]. Product: [CH2:1]([O:3][C:4]1[CH:5]=[C:6]([N:13]2[CH2:14][CH2:15][N:16]([CH2:20][CH2:21][CH3:22])[CH2:17][CH2:18]2)[CH:7]=[CH:8][C:9]=1[N+:10]([O-:12])=[O:11])[CH3:2]. The catalyst class is: 12. (2) Reactant: [CH3:1][O:2][C:3](=[O:24])[CH:4]([C:14]1[CH:19]=[CH:18][CH:17]=[CH:16][C:15]=1[C:20]([F:23])([F:22])[F:21])[CH2:5][CH2:6][C:7]([O:9]C(C)(C)C)=O.F[C:26](F)(F)C(O)=O. Product: [O:9]=[C:7]([CH3:26])[CH2:6][CH2:5][CH:4]([C:14]1[CH:19]=[CH:18][CH:17]=[CH:16][C:15]=1[C:20]([F:21])([F:22])[F:23])[C:3]([O:2][CH3:1])=[O:24]. The catalyst class is: 4. (3) Reactant: [N:1]([CH:4]1[CH2:8][CH2:7][C:6](=[O:9])[CH2:5]1)=[N+]=[N-].[CH3:10][C:11]([O:14][C:15](O[C:15]([O:14][C:11]([CH3:13])([CH3:12])[CH3:10])=[O:16])=[O:16])([CH3:13])[CH3:12]. Product: [O:9]=[C:6]1[CH2:7][CH2:8][CH:4]([NH:1][C:15](=[O:16])[O:14][C:11]([CH3:13])([CH3:12])[CH3:10])[CH2:5]1. The catalyst class is: 99.